Dataset: Full USPTO retrosynthesis dataset with 1.9M reactions from patents (1976-2016). Task: Predict the reactants needed to synthesize the given product. (1) Given the product [ClH:1].[CH3:20][O:22][C:13]([N:8]1[CH2:7][CH2:6][C:11](=[O:12])[CH2:10][CH2:9]1)=[O:25], predict the reactants needed to synthesize it. The reactants are: [ClH:1].COC([CH:6]1[C:11](=[O:12])[CH2:10][CH2:9][N:8]([CH2:13]C2C=CC=CC=2)[CH2:7]1)=O.[CH2:20]([OH:22])C.[H][H].[OH2:25]. (2) The reactants are: Br[C:2]1[CH:35]=[CH:34][C:5]2[B:6]([C:16]3[C:21]([C:22]([CH3:25])([CH3:24])[CH3:23])=[CH:20][C:19]([C:26]([CH3:29])([CH3:28])[CH3:27])=[CH:18][C:17]=3[C:30]([CH3:33])([CH3:32])[CH3:31])[C:7]3[CH:14]=[CH:13][C:12](Br)=[CH:11][C:8]=3[CH:9]=[CH:10][C:4]=2[CH:3]=1.[C:36]1([C:42]#[CH:43])[CH:41]=[CH:40][CH:39]=[CH:38][CH:37]=1. Given the product [C:36]1([C:42]#[C:43][C:12]2[CH:13]=[CH:14][C:7]3[B:6]([C:16]4[C:17]([C:30]([CH3:33])([CH3:31])[CH3:32])=[CH:18][C:19]([C:26]([CH3:27])([CH3:28])[CH3:29])=[CH:20][C:21]=4[C:22]([CH3:25])([CH3:24])[CH3:23])[C:5]4[CH:4]=[CH:3][C:2]([C:9]#[C:10][C:4]5[CH:5]=[CH:34][CH:35]=[CH:2][CH:3]=5)=[CH:35][C:34]=4[CH:10]=[CH:9][C:8]=3[CH:11]=2)[CH:41]=[CH:40][CH:39]=[CH:38][CH:37]=1, predict the reactants needed to synthesize it. (3) Given the product [CH3:22][O:21][C:19]1[C:18]([O:23][CH3:24])=[CH:17][CH:16]=[C:15]2[C:20]=1[C:12]1([C:3]3[C:2](=[CH:11][C:6]4[O:7][CH2:8][CH2:9][O:10][C:5]=4[CH:4]=3)[O:1][CH2:36]1)[C:13](=[O:35])[N:14]2[CH2:25][C:26]1[O:27][C:28]([C:31]([F:32])([F:33])[F:34])=[CH:29][CH:30]=1, predict the reactants needed to synthesize it. The reactants are: [OH:1][C:2]1[C:3]([CH:12]2[C:20]3[C:15](=[CH:16][CH:17]=[C:18]([O:23][CH3:24])[C:19]=3[O:21][CH3:22])[N:14]([CH2:25][C:26]3[O:27][C:28]([C:31]([F:34])([F:33])[F:32])=[CH:29][CH:30]=3)[C:13]2=[O:35])=[CH:4][C:5]2[O:10][CH2:9][CH2:8][O:7][C:6]=2[CH:11]=1.[C:36]1(C(C2C=CC=CC=2)N2C3C(=CC=CC=3)C(C3C=C(C)C(OC)=CC=3O)C2=O)C=CC=CC=1.